From a dataset of Peptide-MHC class II binding affinity with 134,281 pairs from IEDB. Regression. Given a peptide amino acid sequence and an MHC pseudo amino acid sequence, predict their binding affinity value. This is MHC class II binding data. The peptide sequence is PWDVVPMVTQMAMTDTT. The MHC is DRB1_0301 with pseudo-sequence DRB1_0301. The binding affinity (normalized) is 0.412.